Dataset: Reaction yield outcomes from USPTO patents with 853,638 reactions. Task: Predict the reaction yield, written as a fraction of the theoretical maximum amount of product (1.0 means a 100% yield; for example, 0.34 means a 34% yield). (1) The reactants are [NH2:1][C:2]1[CH:10]=[C:9]([Cl:11])[CH:8]=[CH:7][C:3]=1[C:4]([OH:6])=[O:5].[C:12]1([N:18]=[C:19]=[O:20])[CH:17]=[CH:16][CH:15]=[CH:14][CH:13]=1.C(N(CC)CC)C. The catalyst is C1COCC1.C(OCC)(=O)C. The product is [Cl:11][C:9]1[CH:8]=[CH:7][C:3]([C:4]([OH:6])=[O:5])=[C:2]([NH:1][C:19]([NH:18][C:12]2[CH:17]=[CH:16][CH:15]=[CH:14][CH:13]=2)=[O:20])[CH:10]=1. The yield is 0.780. (2) The product is [CH3:26][S:27]([O:1][CH2:2][C:3]1[CH:4]=[CH:5][CH:6]=[C:7]([NH:9][C:10]([O:11][C:12]([CH3:13])([CH3:15])[CH3:14])=[O:16])[N:8]=1)(=[O:29])=[O:28]. The reactants are [OH:1][CH2:2][C:3]1[N:8]=[C:7]([NH:9][C:10](=[O:16])[O:11][C:12]([CH3:15])([CH3:14])[CH3:13])[CH:6]=[CH:5][CH:4]=1.C(N(C(C)C)CC)(C)C.[CH3:26][S:27](Cl)(=[O:29])=[O:28]. The yield is 1.00. The catalyst is C(#N)C.